From a dataset of Catalyst prediction with 721,799 reactions and 888 catalyst types from USPTO. Predict which catalyst facilitates the given reaction. (1) Reactant: N([O-])=O.[Na+].[C:5]([C:9]1[CH:22]=[CH:21][CH:20]=[CH:19][C:10]=1[O:11][C:12]1[C:17](N)=[CH:16][CH:15]=[CH:14][N:13]=1)([CH3:8])([CH3:7])[CH3:6].[I-:23].[K+].S(=O)(O)[O-].[Na+]. Product: [C:5]([C:9]1[CH:22]=[CH:21][CH:20]=[CH:19][C:10]=1[O:11][C:12]1[C:17]([I:23])=[CH:16][CH:15]=[CH:14][N:13]=1)([CH3:8])([CH3:7])[CH3:6]. The catalyst class is: 223. (2) Reactant: [C:1]1([C:13]2[C:14](=[O:33])[NH:15][C:16](=[O:32])[C:17]=2[C:18]2[C:26]3[C:21](=[CH:22][CH:23]=[CH:24][CH:25]=3)[N:20]([CH2:27][CH2:28][CH2:29][CH2:30]O)[CH:19]=2)[C:11]2=[C:12]3[C:7](=[CH:8][CH:9]=[CH:10]2)[CH2:6][CH2:5][CH2:4][N:3]3[CH:2]=1.C1(P(C2C=CC=CC=2)C2C=CC=CC=2)C=CC=CC=1.C(Br)(Br)(Br)[Br:54]. Product: [Br:54][CH2:30][CH2:29][CH2:28][CH2:27][N:20]1[C:21]2[C:26](=[CH:25][CH:24]=[CH:23][CH:22]=2)[C:18]([C:17]2[C:16](=[O:32])[NH:15][C:14](=[O:33])[C:13]=2[C:1]2[C:11]3=[C:12]4[C:7](=[CH:8][CH:9]=[CH:10]3)[CH2:6][CH2:5][CH2:4][N:3]4[CH:2]=2)=[CH:19]1. The catalyst class is: 4. (3) Reactant: [CH:1]([C:3]1[CH:4]=[N:5][CH:6]=[CH:7][C:8]=1[C:9]1[CH:14]=[CH:13][C:12]([NH:15][C:16](=[O:22])[O:17][C:18]([CH3:21])([CH3:20])[CH3:19])=[CH:11][C:10]=1[O:23][CH3:24])=[O:2].[BH4-].[Na+]. Product: [OH:2][CH2:1][C:3]1[CH:4]=[N:5][CH:6]=[CH:7][C:8]=1[C:9]1[CH:14]=[CH:13][C:12]([NH:15][C:16](=[O:22])[O:17][C:18]([CH3:20])([CH3:21])[CH3:19])=[CH:11][C:10]=1[O:23][CH3:24]. The catalyst class is: 5.